From a dataset of Reaction yield outcomes from USPTO patents with 853,638 reactions. Predict the reaction yield, written as a fraction of the theoretical maximum amount of product (1.0 means a 100% yield; for example, 0.34 means a 34% yield). (1) The reactants are [Cl:1][C:2]1[CH:26]=[CH:25][C:24]([C:27]([F:30])([F:29])[F:28])=[CH:23][C:3]=1[CH2:4][N:5]([CH2:8][C:9]1[CH:14]=[C:13]([C:15]([F:18])([F:17])[F:16])[CH:12]=[C:11]([C:19]([F:22])([F:21])[F:20])[CH:10]=1)[C:6]#[N:7].N(CCO)(CCO)CCO.C[Si]([N:45]=[N+:46]=[N-:47])(C)C. The catalyst is [OH-].[Na+]. The product is [Cl:1][C:2]1[CH:26]=[CH:25][C:24]([C:27]([F:28])([F:29])[F:30])=[CH:23][C:3]=1[CH2:4][N:5]([CH2:8][C:9]1[CH:10]=[C:11]([C:19]([F:20])([F:21])[F:22])[CH:12]=[C:13]([C:15]([F:18])([F:17])[F:16])[CH:14]=1)[C:6]1[NH:47][N:46]=[N:45][N:7]=1. The yield is 0.850. (2) The reactants are C[O:2][C:3](=[O:22])[CH2:4][NH:5][C:6]([C:8]1[C:13]([OH:14])=[CH:12][C:11]([C:15]2[CH:20]=[CH:19][CH:18]=[C:17]([Cl:21])[CH:16]=2)=[CH:10][N:9]=1)=[O:7].[OH-].[Na+].Cl. The catalyst is C1COCC1. The product is [Cl:21][C:17]1[CH:16]=[C:15]([C:11]2[CH:12]=[C:13]([OH:14])[C:8]([C:6]([NH:5][CH2:4][C:3]([OH:22])=[O:2])=[O:7])=[N:9][CH:10]=2)[CH:20]=[CH:19][CH:18]=1. The yield is 0.640. (3) The reactants are [CH3:1][P:2](=[O:19])([CH3:18])[C:3]1[CH:8]=[CH:7][C:6]([N+:9]([O-])=O)=[C:5]([S:12]([CH:15]([CH3:17])[CH3:16])(=[O:14])=[O:13])[CH:4]=1. The catalyst is C(O)C.[Pd]. The product is [CH3:18][P:2]([C:3]1[CH:8]=[CH:7][C:6]([NH2:9])=[C:5]([S:12]([CH:15]([CH3:17])[CH3:16])(=[O:14])=[O:13])[CH:4]=1)([CH3:1])=[O:19]. The yield is 0.500. (4) The reactants are [CH3:1]C(C)([O-])C.[K+].[Br:7][C:8]1[N:9]=[N:10][C:11]2[C:16]([C:17]=1[OH:18])=[CH:15][CH:14]=[CH:13][CH:12]=2.CI. The catalyst is O1CCCC1.O. The product is [Br:7][C:8]1[C:17](=[O:18])[C:16]2[C:11](=[CH:12][CH:13]=[CH:14][CH:15]=2)[N:10]([CH3:1])[N:9]=1. The yield is 0.700. (5) The reactants are Cl[C:2]1[CH:7]=[C:6]([O:8][C:9]2[C:10]([CH3:16])=[N:11][C:12]([CH3:15])=[CH:13][CH:14]=2)[CH:5]=[CH:4][N:3]=1.[NH2:17][C:18]1[CH:19]=[C:20]([CH:25]=[CH:26][CH:27]=1)[C:21]([O:23][CH3:24])=[O:22].C([O-])([O-])=O.[Cs+].[Cs+].CC1(C)C2C(=C(P(C3C=CC=CC=3)C3C=CC=CC=3)C=CC=2)OC2C(P(C3C=CC=CC=3)C3C=CC=CC=3)=CC=CC1=2. The catalyst is O1CCOCC1.CCOC(C)=O.CC([O-])=O.CC([O-])=O.[Pd+2]. The product is [CH3:16][C:10]1[C:9]([O:8][C:6]2[CH:5]=[CH:4][N:3]=[C:2]([NH:17][C:18]3[CH:19]=[C:20]([CH:25]=[CH:26][CH:27]=3)[C:21]([O:23][CH3:24])=[O:22])[CH:7]=2)=[CH:14][CH:13]=[C:12]([CH3:15])[N:11]=1. The yield is 0.638. (6) The reactants are [CH3:1][N:2]1[C:6]([C:7]2[CH:8]=[C:9]([C:12]([OH:14])=O)[S:10][CH:11]=2)=[CH:5][CH:4]=[N:3]1.[NH2:15][C@@H:16]([CH2:29][C:30]1[CH:35]=[C:34]([F:36])[CH:33]=[CH:32][C:31]=1[F:37])[CH2:17][N:18]1[C:26](=[O:27])[C:25]2[C:20](=[CH:21][CH:22]=[CH:23][CH:24]=2)[C:19]1=[O:28].FC1C=CC=C(F)C=1C[C@@H](C(O)=O)N.C1CN([P+](Br)(N2CCCC2)N2CCCC2)CC1.F[P-](F)(F)(F)(F)F.CCN(C(C)C)C(C)C. The catalyst is C(Cl)(Cl)Cl. The product is [F:37][C:31]1[CH:32]=[CH:33][C:34]([F:36])=[CH:35][C:30]=1[CH2:29][C@H:16]([NH:15][C:12]([C:9]1[S:10][CH:11]=[C:7]([C:6]2[N:2]([CH3:1])[N:3]=[CH:4][CH:5]=2)[CH:8]=1)=[O:14])[CH2:17][N:18]1[C:26](=[O:27])[C:25]2[C:20](=[CH:21][CH:22]=[CH:23][CH:24]=2)[C:19]1=[O:28]. The yield is 0.340. (7) The reactants are [CH2:1]([C:4]1[C:5]([O:23][CH3:24])=[N:6][C:7]([C:19]([F:22])([F:21])[F:20])=[CH:8][C:9]=1[CH2:10][O:11][Si:12]([C:15]([CH3:18])([CH3:17])[CH3:16])([CH3:14])[CH3:13])[CH:2]=C.S(=O)(O)[O-:26].[Na+].I([O-])(=O)(=O)=O.[Na+]. The catalyst is CC(C)=O.O.CO.O.[Os](=O)(=O)(=O)=O. The product is [Si:12]([O:11][CH2:10][C:9]1[CH:8]=[C:7]([C:19]([F:21])([F:22])[F:20])[N:6]=[C:5]([O:23][CH3:24])[C:4]=1[CH2:1][CH:2]=[O:26])([C:15]([CH3:18])([CH3:17])[CH3:16])([CH3:14])[CH3:13]. The yield is 0.610. (8) The reactants are [CH3:1][O:2][C:3]1[CH:8]=[C:7]([N+:9]([O-:11])=[O:10])[CH:6]=[CH:5][C:4]=1B1OC(C)(C)C(C)(C)O1.Br[C:22]1[CH:27]=[C:26]([CH3:28])[N+:25]([O-:29])=[N:24][CH:23]=1.C(=O)([O-])[O-].[Cs+].[Cs+]. The catalyst is Cl[Pd]Cl.C1(P(C2C=CC=CC=2)[C-]2C=CC=C2)C=CC=CC=1.[C-]1(P(C2C=CC=CC=2)C2C=CC=CC=2)C=CC=C1.[Fe+2].O1CCOCC1. The product is [CH3:1][O:2][C:3]1[CH:8]=[C:7]([N+:9]([O-:11])=[O:10])[CH:6]=[CH:5][C:4]=1[C:22]1[CH:27]=[C:26]([CH3:28])[N+:25]([O-:29])=[N:24][CH:23]=1. The yield is 0.490. (9) The reactants are [N:1]([CH2:4][CH2:5][O:6][CH2:7][CH2:8][O:9][CH2:10][CH2:11][O:12][CH2:13][CH2:14][N:15]=[N+]=[N-])=[N+:2]=[N-:3].C1(P(C2C=CC=CC=2)C2C=CC=CC=2)C=CC=CC=1. The catalyst is Cl.CCOCC. The product is [N:1]([CH2:4][CH2:5][O:6][CH2:7][CH2:8][O:9][CH2:10][CH2:11][O:12][CH2:13][CH2:14][NH2:15])=[N+:2]=[N-:3]. The yield is 0.880. (10) The reactants are [Cl:1][C:2]1[CH:3]=[C:4]([S:9](Cl)(=[O:11])=[O:10])[CH:5]=[CH:6][C:7]=1[Cl:8].[CH3:13][CH:14]1[CH2:19][NH:18][CH:17]([CH3:20])[CH2:16][NH:15]1.C(N(C(C)C)CC)(C)C. The catalyst is ClCCl. The product is [Cl:1][C:2]1[CH:3]=[C:4]([S:9]([N:15]2[CH2:16][CH:17]([CH3:20])[NH:18][CH2:19][CH:14]2[CH3:13])(=[O:11])=[O:10])[CH:5]=[CH:6][C:7]=1[Cl:8]. The yield is 1.00.